Dataset: Reaction yield outcomes from USPTO patents with 853,638 reactions. Task: Predict the reaction yield, written as a fraction of the theoretical maximum amount of product (1.0 means a 100% yield; for example, 0.34 means a 34% yield). (1) The reactants are CO[C:3]([C:5]1[N:6]=[C:7]([C:23]#[N:24])[C:8]2[C:13]([C:14]=1[OH:15])=[CH:12][CH:11]=[C:10]([O:16][C:17]1[CH:22]=[CH:21][CH:20]=[CH:19][CH:18]=1)[CH:9]=2)=[O:4].[NH2:25][C@H:26]1[CH2:31][CH2:30][C@H:29]([C:32]([OH:34])=[O:33])[CH2:28][CH2:27]1.C[O-].[Na+]. The catalyst is COCCO. The product is [C:23]([C:7]1[C:8]2[C:13](=[CH:12][CH:11]=[C:10]([O:16][C:17]3[CH:18]=[CH:19][CH:20]=[CH:21][CH:22]=3)[CH:9]=2)[C:14]([OH:15])=[C:5]([C:3]([NH:25][C@H:26]2[CH2:31][CH2:30][C@H:29]([C:32]([OH:34])=[O:33])[CH2:28][CH2:27]2)=[O:4])[N:6]=1)#[N:24]. The yield is 0.490. (2) The reactants are [CH3:1][O:2][C:3]1[CH:8]=[C:7]([CH3:9])[C:6]([NH:10][C:11]([NH:13]/[N:14]=[CH:15]/[C:16]2[CH:21]=[CH:20][C:19]([C:22]3[N:26]=[CH:25][N:24]([C:27]4[CH:32]=[CH:31][C:30]([O:33][C:34]([F:37])([F:36])[F:35])=[CH:29][CH:28]=4)[N:23]=3)=[CH:18][CH:17]=2)=[S:12])=[C:5]([CH3:38])[CH:4]=1.Br[CH2:40][C:41](OC)=[O:42]. The catalyst is CCO.O. The product is [CH3:1][O:2][C:3]1[CH:8]=[C:7]([CH3:9])[C:6]([N:10]2[C:41](=[O:42])[CH2:40][S:12]/[C:11]/2=[N:13]/[N:14]=[CH:15]\[C:16]2[CH:17]=[CH:18][C:19]([C:22]3[N:26]=[CH:25][N:24]([C:27]4[CH:32]=[CH:31][C:30]([O:33][C:34]([F:36])([F:37])[F:35])=[CH:29][CH:28]=4)[N:23]=3)=[CH:20][CH:21]=2)=[C:5]([CH3:38])[CH:4]=1. The yield is 0.760. (3) The reactants are [Br:1][C:2]1[CH:9]=[CH:8][C:5]([C:6]#[N:7])=[CH:4][C:3]=1F.[CH3:11][C@H:12]([OH:16])[CH2:13][CH:14]=[CH2:15].[H-].[Na+]. The catalyst is C1COCC1.CCOCC. The product is [Br:1][C:2]1[CH:9]=[CH:8][C:5]([C:6]#[N:7])=[CH:4][C:3]=1[O:16][C@H:12]([CH2:13][CH:14]=[CH2:15])[CH3:11]. The yield is 0.710. (4) The reactants are [CH3:1][C:2]1([CH3:15])[C:10]2[C:5](=[CH:6][C:7]([N+:11]([O-])=O)=[CH:8][CH:9]=2)[C:4](=[O:14])[NH:3]1.[H][H]. The catalyst is CO.[Pd]. The product is [NH2:11][C:7]1[CH:6]=[C:5]2[C:10]([C:2]([CH3:15])([CH3:1])[NH:3][C:4]2=[O:14])=[CH:9][CH:8]=1. The yield is 0.950. (5) The reactants are [CH2:1]([O:3][C:4](=[O:17])[C@@H:5]([O:14][CH2:15][CH3:16])[CH2:6][C:7]1[CH:12]=[CH:11][C:10]([OH:13])=[CH:9][CH:8]=1)[CH3:2].CS(O[CH2:23][CH2:24][CH2:25][CH2:26][C:27]1[CH:32]=[CH:31][C:30]([N+:33]([O-:35])=[O:34])=[CH:29][CH:28]=1)(=O)=O.C(=O)([O-])[O-].[K+].[K+]. The catalyst is C(#N)C. The product is [CH2:15]([O:14][C@@H:5]([CH2:6][C:7]1[CH:8]=[CH:9][C:10]([O:13][CH2:23][CH2:24][CH2:25][CH2:26][C:27]2[CH:32]=[CH:31][C:30]([N+:33]([O-:35])=[O:34])=[CH:29][CH:28]=2)=[CH:11][CH:12]=1)[C:4]([O:3][CH2:1][CH3:2])=[O:17])[CH3:16]. The yield is 0.930. (6) The reactants are [N:1]1[CH:6]=[CH:5][CH:4]=[CH:3][C:2]=1[CH2:7][N:8]1[C:16]2[C:11](=[CH:12][C:13]([NH:17][C:18]3[C:27]4[C:22](=[CH:23][CH:24]=[CH:25][C:26]=4[O:28][CH2:29][C:30]([O:32]C)=O)[N:21]=[CH:20][N:19]=3)=[CH:14][CH:15]=2)[CH:10]=[N:9]1.[CH3:34][NH2:35]. No catalyst specified. The product is [CH3:34][NH:35][C:30](=[O:32])[CH2:29][O:28][C:26]1[CH:25]=[CH:24][CH:23]=[C:22]2[C:27]=1[C:18]([NH:17][C:13]1[CH:12]=[C:11]3[C:16](=[CH:15][CH:14]=1)[N:8]([CH2:7][C:2]1[CH:3]=[CH:4][CH:5]=[CH:6][N:1]=1)[N:9]=[CH:10]3)=[N:19][CH:20]=[N:21]2. The yield is 0.760. (7) The reactants are [F:1][C:2]([F:10])([F:9])[CH:3]([OH:8])[C:4]([F:7])([F:6])[F:5].Cl[C:12](Cl)([O:14]C(=O)OC(Cl)(Cl)Cl)Cl.C(N(CC)C(C)C)(C)C.[Cl:32][C:33]1[CH:38]=[CH:37][C:36]([CH:39]([C:47]2[CH:52]=[CH:51][C:50]([Cl:53])=[CH:49][CH:48]=2)[N:40]2[CH2:45][CH2:44][NH:43][CH2:42][CH:41]2[CH3:46])=[CH:35][CH:34]=1. The catalyst is O.C(#N)C. The product is [F:1][C:2]([F:10])([F:9])[CH:3]([O:8][C:12]([N:43]1[CH2:44][CH2:45][N:40]([CH:39]([C:36]2[CH:35]=[CH:34][C:33]([Cl:32])=[CH:38][CH:37]=2)[C:47]2[CH:48]=[CH:49][C:50]([Cl:53])=[CH:51][CH:52]=2)[CH:41]([CH3:46])[CH2:42]1)=[O:14])[C:4]([F:7])([F:6])[F:5]. The yield is 0.0500. (8) The reactants are C(OC(=O)[NH:7][CH:8]([CH2:13][C:14]1[CH:19]=[CH:18][C:17]([N+:20]([O-:22])=[O:21])=[CH:16][CH:15]=1)[C:9](=O)[CH2:10][Br:11])(C)(C)C.[C:24](=[S:32])([NH2:31])[C:25]1[CH:30]=[CH:29][CH:28]=[CH:27][CH:26]=1.C(OCC)C. The catalyst is CC#N. The product is [BrH:11].[N+:20]([C:17]1[CH:16]=[CH:15][C:14]([CH2:13][C@@H:8]([C:9]2[N:31]=[C:24]([C:25]3[CH:30]=[CH:29][CH:28]=[CH:27][CH:26]=3)[S:32][CH:10]=2)[NH2:7])=[CH:19][CH:18]=1)([O-:22])=[O:21]. The yield is 0.630. (9) The reactants are FC(F)(F)C([O-])=O.[C:8]([CH2:11][S:12][C:13]([C:15]1[CH:16]=[CH:17][C:18]([O:34][CH3:35])=[C:19]([N:21]([CH2:26][CH2:27][NH+:28]2[CH2:33][CH2:32][O:31][CH2:30][CH2:29]2)[S:22]([CH3:25])(=[O:24])=[O:23])[CH:20]=1)=[O:14])([OH:10])=[O:9].[Cl:36][C:37]1[CH:38]=[N+:39]([O-:62])[CH:40]=[C:41]([Cl:61])[C:42]=1[CH2:43][C@@H:44]([C:46]1[CH:51]=[CH:50][C:49]([O:52][CH:53]([F:55])[F:54])=[C:48]([O:56][CH2:57][CH:58]2[CH2:60][CH2:59]2)[CH:47]=1)O.C(Cl)CCl. The catalyst is C(Cl)Cl.CN(C1C=CN=CC=1)C. The product is [ClH:36].[Cl:36][C:37]1[CH:38]=[N+:39]([O-:62])[CH:40]=[C:41]([Cl:61])[C:42]=1[CH2:43][C@@H:44]([C:46]1[CH:51]=[CH:50][C:49]([O:52][CH:53]([F:55])[F:54])=[C:48]([O:56][CH2:57][CH:58]2[CH2:60][CH2:59]2)[CH:47]=1)[O:9][C:8](=[O:10])[CH2:11][S:12][C:13](=[O:14])[C:15]1[CH:16]=[CH:17][C:18]([O:34][CH3:35])=[C:19]([N:21]([CH2:26][CH2:27][N:28]2[CH2:33][CH2:32][O:31][CH2:30][CH2:29]2)[S:22]([CH3:25])(=[O:24])=[O:23])[CH:20]=1. The yield is 0.433.